This data is from Forward reaction prediction with 1.9M reactions from USPTO patents (1976-2016). The task is: Predict the product of the given reaction. (1) The product is: [CH2:19]([O:26][C@H:27]1[CH2:31][N:30]([C:32]([O:34][C:35]([CH3:36])([CH3:37])[CH3:38])=[O:33])[C@H:29]([C:39](=[O:40])[NH:1][N:2]2[CH:6]=[CH:5][C:4]([Br:7])=[C:3]2[C:8](=[O:9])[NH:10][C:11]2[CH:16]=[C:15]([F:17])[CH:14]=[C:13]([F:18])[CH:12]=2)[CH2:28]1)[C:20]1[CH:25]=[CH:24][CH:23]=[CH:22][CH:21]=1. Given the reactants [NH2:1][N:2]1[CH:6]=[CH:5][C:4]([Br:7])=[C:3]1[C:8]([NH:10][C:11]1[CH:16]=[C:15]([F:17])[CH:14]=[C:13]([F:18])[CH:12]=1)=[O:9].[CH2:19]([O:26][C@H:27]1[CH2:31][N:30]([C:32]([O:34][C:35]([CH3:38])([CH3:37])[CH3:36])=[O:33])[C@H:29]([C:39](O)=[O:40])[CH2:28]1)[C:20]1[CH:25]=[CH:24][CH:23]=[CH:22][CH:21]=1.C(N(C(C)C)CC)(C)C.C(P1(=O)OP(CCC)(=O)OP(CCC)(=O)O1)CC, predict the reaction product. (2) Given the reactants [CH:1]1([C:4]2[O:8][N:7]=[C:6]([C:9]([OH:11])=O)[CH:5]=2)[CH2:3][CH2:2]1.C(N(CC)CC)C.[Cl:19][C:20]1[C:28]2[C:23](=[CH:24][CH:25]=[CH:26][CH:27]=2)[N:22]([C:29]2[CH:48]=[CH:47][C:32]([CH2:33][NH:34][C:35]([C:37]3([NH:40]C(=O)C(F)(F)F)[CH2:39][CH2:38]3)=[O:36])=[C:31](F)[CH:30]=2)[C:21]=1[C:50]1[N:51]=[N:52][N:53]([CH3:55])[N:54]=1.CN(C(ON1N=NC2C=CC=NC1=2)=[N+](C)C)C.F[P-](F)(F)(F)(F)F, predict the reaction product. The product is: [Cl:19][C:20]1[C:28]2[C:23](=[CH:24][CH:25]=[CH:26][CH:27]=2)[N:22]([C:29]2[CH:48]=[CH:47][C:32]([CH2:33][NH:34][C:35]([C:37]3([NH:40][C:9]([C:6]4[CH:5]=[C:4]([CH:1]5[CH2:2][CH2:3]5)[O:8][N:7]=4)=[O:11])[CH2:39][CH2:38]3)=[O:36])=[CH:31][CH:30]=2)[C:21]=1[C:50]1[N:51]=[N:52][N:53]([CH3:55])[N:54]=1. (3) Given the reactants [I-:1].CC(C)(C)OC(=O)[NH:6][CH2:7][CH2:8][O:9][CH2:10][CH2:11][P+:12]([C:25]1[CH:30]=[CH:29][CH:28]=[CH:27][CH:26]=1)([C:19]1[CH:24]=[CH:23][CH:22]=[CH:21][CH:20]=1)[C:13]1[CH:18]=[CH:17][CH:16]=[CH:15][CH:14]=1.C(O)(C(F)(F)F)=O, predict the reaction product. The product is: [I-:1].[NH2:6][CH2:7][CH2:8][O:9][CH2:10][CH2:11][P+:12]([C:25]1[CH:30]=[CH:29][CH:28]=[CH:27][CH:26]=1)([C:13]1[CH:14]=[CH:15][CH:16]=[CH:17][CH:18]=1)[C:19]1[CH:24]=[CH:23][CH:22]=[CH:21][CH:20]=1. (4) The product is: [Br:1][C:2]1[CH:7]=[C:6]([Cl:8])[CH:5]=[C:4]([O:12][CH3:11])[C:3]=1[Cl:10]. Given the reactants [Br:1][C:2]1[CH:7]=[C:6]([Cl:8])[CH:5]=[C:4](F)[C:3]=1[Cl:10].[CH3:11][O-:12].[Na+], predict the reaction product. (5) Given the reactants C(OC([N:8]1[CH2:12][C:11](=[N:13][O:14][CH3:15])[CH2:10][C@H:9]1[C:16]([OH:18])=O)=O)(C)(C)C.[C:19]1([C:29]2[CH:34]=[CH:33][CH:32]=[CH:31][CH:30]=2)[CH:24]=[CH:23][C:22]([S:25](Cl)(=[O:27])=[O:26])=[CH:21][CH:20]=1.[NH2:35][CH2:36][C@@H:37]([C:39]1[CH:44]=[CH:43][CH:42]=[CH:41][CH:40]=1)[OH:38], predict the reaction product. The product is: [C:19]1([C:29]2[CH:34]=[CH:33][CH:32]=[CH:31][CH:30]=2)[CH:24]=[CH:23][C:22]([S:25]([N:8]2[CH2:12][C:11](=[N:13][O:14][CH3:15])[CH2:10][C@H:9]2[C:16]([NH:35][CH2:36][C@H:37]([OH:38])[C:39]2[CH:44]=[CH:43][CH:42]=[CH:41][CH:40]=2)=[O:18])(=[O:27])=[O:26])=[CH:21][CH:20]=1. (6) The product is: [C:1]([C:4]1[C:5]([NH:23][CH2:24][C:25]2[C:30]([F:31])=[CH:29][CH:28]=[C:27]([F:32])[C:26]=2[F:33])=[CH:6][C:7]([NH:23][C:5]2[CH:6]=[CH:7][C:35]([C:36]([OH:38])=[O:37])=[CH:1][CH:4]=2)=[N:8][CH:9]=1)(=[O:3])[NH2:2]. Given the reactants [C:1]([C:4]1[C:5]([NH:23][CH2:24][C:25]2[C:30]([F:31])=[CH:29][CH:28]=[C:27]([F:32])[C:26]=2[F:33])=[CH:6][C:7](C2C=CC(C(OC(C)(C)C)=O)=CC=2)=[N:8][CH:9]=1)(=[O:3])[NH2:2].F[C:35](F)(F)[C:36]([OH:38])=[O:37], predict the reaction product. (7) Given the reactants [N:1]1[CH:6]=[CH:5][CH:4]=[N:3][C:2]=1[N:7]1[C:11]([NH2:12])=[CH:10][C:9]([C:13]([F:16])([F:15])[F:14])=[N:8]1.[Br:17]Br.O, predict the reaction product. The product is: [Br:17][C:10]1[C:9]([C:13]([F:16])([F:14])[F:15])=[N:8][N:7]([C:2]2[N:1]=[CH:6][CH:5]=[CH:4][N:3]=2)[C:11]=1[NH2:12]. (8) Given the reactants [CH3:1][C:2]1[O:13][C:5]2[CH2:6][N:7]([CH3:12])[CH2:8][CH2:9][CH:10]([OH:11])[C:4]=2[CH:3]=1.[Cl:14][C:15]1[C:20]([Cl:21])=[CH:19][CH:18]=[CH:17][C:16]=1F, predict the reaction product. The product is: [Cl:14][C:15]1[C:20]([Cl:21])=[CH:19][CH:18]=[CH:17][C:16]=1[O:11][CH:10]1[CH2:9][CH2:8][N:7]([CH3:12])[CH2:6][C:5]2[O:13][C:2]([CH3:1])=[CH:3][C:4]1=2. (9) The product is: [F:21][C:22]1[CH:23]=[CH:24][C:25]2=[C:26]([CH:47]=1)[O:27][CH2:28][C:29]1[CH:45]=[C:44]([F:46])[CH:43]=[CH:42][C:30]=1/[C:31]/2=[CH:32]\[C:2]1[CH:7]=[CH:6][C:5]([NH:8][C@H:9]([CH3:17])[CH2:10][N:11]2[CH2:16][CH2:15][O:14][CH2:13][CH2:12]2)=[C:4]([N+:18]([O-:20])=[O:19])[CH:3]=1. Given the reactants Br[C:2]1[CH:7]=[CH:6][C:5]([NH:8][C@H:9]([CH3:17])[CH2:10][N:11]2[CH2:16][CH2:15][O:14][CH2:13][CH2:12]2)=[C:4]([N+:18]([O-:20])=[O:19])[CH:3]=1.[F:21][C:22]1[CH:23]=[CH:24][C:25]2=[C:26]([CH:47]=1)[O:27][CH2:28][C:29]1[CH:45]=[C:44]([F:46])[CH:43]=[CH:42][C:30]=1/[C:31]/2=[CH:32]\B1OC(C)(C)C(C)(C)O1.C1(P(C2C=CC=CC=2)C2C=CC=CC=2)C=CC=CC=1.C([O-])(=O)C.[K+], predict the reaction product.